Dataset: Reaction yield outcomes from USPTO patents with 853,638 reactions. Task: Predict the reaction yield, written as a fraction of the theoretical maximum amount of product (1.0 means a 100% yield; for example, 0.34 means a 34% yield). (1) The product is [CH:29]([C:12]1[C:13]2[C:14](=[N:15][CH:16]=[CH:17][C:18]=2[C:19]2[CH:20]=[N:21][C:22]3[C:27]([CH:28]=2)=[CH:26][CH:25]=[CH:24][CH:23]=3)[N:10]([C:7]2[CH:8]=[CH:9][C:4]([C:1]([NH2:2])=[O:3])=[C:5]([NH:32][CH:33]3[CH2:34][CH2:35][NH:36][CH2:37][CH2:38]3)[CH:6]=2)[N:11]=1)([CH3:31])[CH3:30]. The yield is 0.990. The catalyst is FC(F)(F)C(O)=O. The reactants are [C:1]([C:4]1[CH:9]=[CH:8][C:7]([N:10]2[C:14]3=[N:15][CH:16]=[CH:17][C:18]([C:19]4[CH:20]=[N:21][C:22]5[C:27]([CH:28]=4)=[CH:26][CH:25]=[CH:24][CH:23]=5)=[C:13]3[C:12]([CH:29]([CH3:31])[CH3:30])=[N:11]2)=[CH:6][C:5]=1[NH:32][CH:33]1[CH2:38][CH2:37][N:36](C(OC(C)(C)C)=O)[CH2:35][CH2:34]1)(=[O:3])[NH2:2].C(Cl)(Cl)Cl.O.C(=O)(O)[O-].[Na+]. (2) The reactants are [CH2:1]([CH:3]([C:6]1[C:14]2[NH:13][C:12](=[O:15])[N:11]([C:16]([O:18][C:19]([CH3:22])([CH3:21])[CH3:20])=[O:17])[C:10]=2[CH:9]=[CH:8][CH:7]=1)[CH2:4][CH3:5])[CH3:2].C(=O)([O-])[O-].[K+].[K+].Br[CH2:30][C:31]([O:33][CH2:34][CH3:35])=[O:32]. The catalyst is CN(C)C=O.O. The product is [CH2:34]([O:33][C:31](=[O:32])[CH2:30][N:13]1[C:14]2[C:6]([CH:3]([CH2:4][CH3:5])[CH2:1][CH3:2])=[CH:7][CH:8]=[CH:9][C:10]=2[N:11]([C:16]([O:18][C:19]([CH3:20])([CH3:22])[CH3:21])=[O:17])[C:12]1=[O:15])[CH3:35]. The yield is 0.980. (3) The reactants are [CH2:1]([O:8][C:9](=[O:27])[NH:10][S:11](=[O:26])(=[O:25])[NH:12][C@@H:13]1[CH2:18][C@@H:17]([C:19](=[O:23])[N:20]([CH3:22])[CH3:21])[CH2:16][CH2:15][C@H:14]1[OH:24])[C:2]1[CH:7]=[CH:6][CH:5]=[CH:4][CH:3]=1.C(Cl)Cl.[CH3:31][S:32](Cl)(=[O:34])=[O:33]. The catalyst is C(N(CC)CC)C. The product is [CH3:31][S:32]([O:24][C@@H:14]1[CH2:15][CH2:16][C@H:17]([C:19](=[O:23])[N:20]([CH3:22])[CH3:21])[CH2:18][C@H:13]1[NH:12][S:11](=[O:26])(=[O:25])[NH:10][C:9]([O:8][CH2:1][C:2]1[CH:3]=[CH:4][CH:5]=[CH:6][CH:7]=1)=[O:27])(=[O:34])=[O:33]. The yield is 0.720. (4) The reactants are [Br:1][C:2]1[CH:3]=[N:4][C:5]([N:8]([CH3:24])[C@H:9]2[CH2:14][CH2:13][C@H:12]([C:15]#[C:16][CH2:17][CH2:18]OS(C)(=O)=O)[CH2:11][CH2:10]2)=[N:6][CH:7]=1.[CH3:25][NH:26][CH3:27]. The catalyst is CO. The product is [Br:1][C:2]1[CH:3]=[N:4][C:5]([N:8]([C@H:9]2[CH2:14][CH2:13][C@H:12]([C:15]#[C:16][CH2:17][CH2:18][N:26]([CH3:27])[CH3:25])[CH2:11][CH2:10]2)[CH3:24])=[N:6][CH:7]=1. The yield is 0.760. (5) The reactants are [CH3:1]N(C(ON1N=NC2C=CC=CC1=2)=[N+](C)C)C.F[P-](F)(F)(F)(F)F.[C:25]([NH:32][CH2:33][C:34]([OH:36])=O)([O:27][C:28]([CH3:31])([CH3:30])[CH3:29])=[O:26].CCN(C(C)C)C(C)C.[OH:46][CH2:47][C:48]1([C:54]([O-:56])=[O:55])[CH2:53][CH2:52][NH:51][CH2:50][CH2:49]1. The catalyst is CN(C=O)C. The product is [C:28]([O:27][C:25]([NH:32][CH2:33][C:34]([N:51]1[CH2:52][CH2:53][C:48]([CH2:47][OH:46])([C:54]([O:56][CH3:1])=[O:55])[CH2:49][CH2:50]1)=[O:36])=[O:26])([CH3:29])([CH3:30])[CH3:31]. The yield is 0.980.